This data is from Full USPTO retrosynthesis dataset with 1.9M reactions from patents (1976-2016). The task is: Predict the reactants needed to synthesize the given product. (1) Given the product [CH3:27][C:23]([C:10]1[CH:11]=[C:12]([C:15]2[CH:20]=[CH:19][CH:18]=[C:17]([CH:21]=[O:22])[CH:16]=2)[CH:13]=[CH:14][C:9]=1[OH:8])([CH3:26])[CH2:24][CH3:25], predict the reactants needed to synthesize it. The reactants are: [Si]([O:8][C:9]1[CH:14]=[CH:13][C:12]([C:15]2[CH:20]=[CH:19][CH:18]=[C:17]([CH:21]=[O:22])[CH:16]=2)=[CH:11][C:10]=1[C:23]([CH3:27])([CH3:26])[CH2:24][CH3:25])(C(C)(C)C)(C)C.[F-].C([N+](CCCC)(CCCC)CCCC)CCC. (2) Given the product [C:1]([O:5][C:6]([C:8]1[C:9]([N:37]([CH3:38])[CH3:36])=[N:10][C:11]2[C:16]([C:17]=1[C:18]1[CH:23]=[CH:22][CH:21]=[C:20]([CH:24]([CH3:26])[CH3:25])[CH:19]=1)=[CH:15][C:14]([Cl:27])=[CH:13][CH:12]=2)=[O:7])([CH3:2])([CH3:4])[CH3:3], predict the reactants needed to synthesize it. The reactants are: [C:1]([O:5][C:6]([C:8]1[C:9](OS(C(F)(F)F)(=O)=O)=[N:10][C:11]2[C:16]([C:17]=1[C:18]1[CH:23]=[CH:22][CH:21]=[C:20]([CH:24]([CH3:26])[CH3:25])[CH:19]=1)=[CH:15][C:14]([Cl:27])=[CH:13][CH:12]=2)=[O:7])([CH3:4])([CH3:3])[CH3:2].[CH3:36][NH:37][CH3:38]. (3) Given the product [C:11]1([N:17]2[C:5]([NH2:6])=[CH:4][C:3]([C:2]([F:9])([F:8])[F:1])=[N:18]2)[CH:16]=[CH:15][CH:14]=[CH:13][CH:12]=1, predict the reactants needed to synthesize it. The reactants are: [F:1][C:2]([F:9])([F:8])[C:3](=O)[CH2:4][C:5]#[N:6].Cl.[C:11]1([NH:17][NH2:18])[CH:16]=[CH:15][CH:14]=[CH:13][CH:12]=1. (4) Given the product [OH:2][C:3]1[CH:8]=[CH:7][C:6]([C:9]2[S:10][C:11]3[C:16]([C:17](=[O:19])[CH:18]=2)=[CH:15][CH:14]=[CH:13][CH:12]=3)=[CH:5][CH:4]=1, predict the reactants needed to synthesize it. The reactants are: C[O:2][C:3]1[CH:8]=[CH:7][C:6]([C:9]2[S:10][C:11]3[C:16]([C:17](=[O:19])[CH:18]=2)=[CH:15][CH:14]=[CH:13][CH:12]=3)=[CH:5][CH:4]=1.B(Br)(Br)Br. (5) Given the product [CH3:20][O:19][N:17]([CH3:18])[C:15](=[O:16])[CH2:14][N:6]([C@@H:3]([CH:4]=[CH2:5])[CH2:2][O:1][CH3:25])[C:7](=[O:13])[O:8][C:9]([CH3:10])([CH3:11])[CH3:12], predict the reactants needed to synthesize it. The reactants are: [OH:1][CH2:2][C@@H:3]([N:6]([CH2:14][C:15]([N:17]([O:19][CH3:20])[CH3:18])=[O:16])[C:7](=[O:13])[O:8][C:9]([CH3:12])([CH3:11])[CH3:10])[CH:4]=[CH2:5].S(OC)(O[CH3:25])(=O)=O.[Li+].C[Si]([N-][Si](C)(C)C)(C)C. (6) The reactants are: [CH3:1][CH:2](O)[C:3]#[CH:4].[CH3:6][O:7][CH2:8][CH2:9][NH:10][CH2:11][CH3:12]. Given the product [CH2:11]([N:10]([CH2:9][CH2:8][O:7][CH3:6])[CH:2]([CH3:1])[C:3]#[CH:4])[CH3:12], predict the reactants needed to synthesize it. (7) The reactants are: I[C:2]1[C:10]2[O:9][CH2:8][CH2:7][C:6]=2[CH:5]=[C:4]([N+:11]([O-:13])=[O:12])[CH:3]=1.[N:14]1[CH:19]=[CH:18][CH:17]=[C:16](B(O)O)[CH:15]=1.C(=O)([O-])[O-].[Na+].[Na+]. Given the product [N+:11]([C:4]1[CH:3]=[C:2]([C:16]2[CH:15]=[N:14][CH:19]=[CH:18][CH:17]=2)[C:10]2[O:9][CH2:8][CH2:7][C:6]=2[CH:5]=1)([O-:13])=[O:12], predict the reactants needed to synthesize it.